From a dataset of Full USPTO retrosynthesis dataset with 1.9M reactions from patents (1976-2016). Predict the reactants needed to synthesize the given product. (1) Given the product [CH3:5][C:2]([C:6]1[O:10][N:9]=[C:8]([NH:11][C:12]([NH:14][C:15]2[CH:16]=[CH:17][C:18]([C:21]3[N:22]=[C:23]4[N:27]([CH:28]=3)[C:26]3[CH:29]=[CH:30][C:31]([O:33][CH2:34][CH2:35][N:36]5[CH2:37][CH2:38][O:39][CH2:40][CH2:41]5)=[CH:32][C:25]=3[S:24]4)=[CH:19][CH:20]=2)=[O:13])[CH:7]=1)([CH3:1])[C:3]([OH:46])=[O:4], predict the reactants needed to synthesize it. The reactants are: [CH3:1][C:2]([C:6]1[O:10][N:9]=[C:8]([NH:11][C:12]([NH:14][C:15]2[CH:20]=[CH:19][C:18]([C:21]3[N:22]=[C:23]4[N:27]([CH:28]=3)[C:26]3[CH:29]=[CH:30][C:31]([O:33][CH2:34][CH2:35][N:36]5[CH2:41][CH2:40][O:39][CH2:38][CH2:37]5)=[CH:32][C:25]=3[S:24]4)=[CH:17][CH:16]=2)=[O:13])[CH:7]=1)([CH3:5])[CH:3]=[O:4].C([OH:46])(C)(C)C.CC(=CC)C.Cl([O-])=O.[Na+]. (2) Given the product [CH:1]1([C:4]2[C:5]([O:13][CH2:14][C:15]([F:18])([F:17])[F:16])=[CH:6][C:7]([C:10]([NH:30][CH:25]([C:26]([CH3:29])([CH3:28])[CH3:27])[C:24]([O:23][C:19]([CH3:21])([CH3:20])[CH3:22])=[O:31])=[O:12])=[N:8][CH:9]=2)[CH2:2][CH2:3]1, predict the reactants needed to synthesize it. The reactants are: [CH:1]1([C:4]2[C:5]([O:13][CH2:14][C:15]([F:18])([F:17])[F:16])=[CH:6][C:7]([C:10]([OH:12])=O)=[N:8][CH:9]=2)[CH2:3][CH2:2]1.[C:19]([O:23][C:24](=[O:31])[CH:25]([NH2:30])[C:26]([CH3:29])([CH3:28])[CH3:27])([CH3:22])([CH3:21])[CH3:20]. (3) Given the product [S:13]1[CH:14]=[CH:15][C:11]([N:1]2[C:9]3[C:4](=[CH:5][CH:6]=[CH:7][CH:8]=3)[CH:3]=[CH:2]2)=[CH:12]1, predict the reactants needed to synthesize it. The reactants are: [NH:1]1[C:9]2[C:4](=[CH:5][CH:6]=[CH:7][CH:8]=2)[CH:3]=[CH:2]1.Br[C:11]1[CH:15]=[CH:14][S:13][CH:12]=1.C(=O)([O-])[O-].[K+].[K+].CN1CCCC1=O. (4) Given the product [NH:23]1[C:31]2=[N:30][CH:29]=[CH:28][CH:27]=[C:26]2[C:25]([CH:32]=[C:12]2[O:11][C:10]([N:7]3[CH2:8][CH2:9][CH:4]([N:3]([CH2:1][CH3:2])[CH2:21][CH3:22])[CH2:5][CH2:6]3)=[C:14]([C:15]([O:17][CH2:18][CH3:19])=[O:16])[C:13]2=[O:20])=[CH:24]1, predict the reactants needed to synthesize it. The reactants are: [CH2:1]([N:3]([CH2:21][CH3:22])[CH:4]1[CH2:9][CH2:8][N:7]([C:10]2[O:11][CH2:12][C:13](=[O:20])[C:14]=2[C:15]([O:17][CH2:18][CH3:19])=[O:16])[CH2:6][CH2:5]1)[CH3:2].[NH:23]1[C:31]2[C:26](=[CH:27][CH:28]=[CH:29][N:30]=2)[C:25]([CH:32]=O)=[CH:24]1.N1CCC[C@H]1C(O)=O. (5) Given the product [CH2:1]([O:3][C:4]([C:6]1[S:10][C:9]([C:38]2[CH:37]=[CH:36][C:35]3[O:31][CH2:32][CH2:33][C:34]=3[CH:39]=2)=[N:8][C:7]=1[CH2:12][N:13]([CH2:20][C:21]1[CH:26]=[CH:25][C:24]([O:27][CH3:28])=[CH:23][C:22]=1[O:29][CH3:30])[CH2:14][C:15]([O:17][CH2:18][CH3:19])=[O:16])=[O:5])[CH3:2], predict the reactants needed to synthesize it. The reactants are: [CH2:1]([O:3][C:4]([C:6]1[S:10][C:9](Br)=[N:8][C:7]=1[CH2:12][N:13]([CH2:20][C:21]1[CH:26]=[CH:25][C:24]([O:27][CH3:28])=[CH:23][C:22]=1[O:29][CH3:30])[CH2:14][C:15]([O:17][CH2:18][CH3:19])=[O:16])=[O:5])[CH3:2].[O:31]1[C:35]2[CH:36]=[CH:37][C:38](B(O)O)=[CH:39][C:34]=2[CH2:33][CH2:32]1. (6) Given the product [CH:41]1[C:40]2[CH:39]([CH2:38][O:12][C:13]([NH:15][C@@H:16]3[C:22](=[O:23])[N:21]4[C@H:24]([C:27]([OH:29])=[O:28])[CH2:25][CH2:26][C@@H:20]4[CH:19]=[CH:18][C@@H:17]3[CH3:34])=[O:14])[C:51]3[C:46](=[CH:47][CH:48]=[CH:49][CH:50]=3)[C:45]=2[CH:44]=[CH:43][CH:42]=1, predict the reactants needed to synthesize it. The reactants are: C(O)(C(F)(F)F)=O.C([O:12][C:13]([NH:15][C@@H:16]1[C:22](=[O:23])[N:21]2[C@H:24]([C:27]([O:29]C(C)(C)C)=[O:28])[CH2:25][CH2:26][C@@H:20]2[CH:19]=[CH:18][C@H:17]1[CH3:34])=[O:14])(C)(C)C.C(Cl)(O[CH2:38][CH:39]1[C:51]2[C:46](=[CH:47][CH:48]=[CH:49][CH:50]=2)[C:45]2[C:40]1=[CH:41][CH:42]=[CH:43][CH:44]=2)=O.Cl. (7) Given the product [F:1][C:2]1[CH:7]=[C:6]([F:8])[CH:5]=[CH:4][C:3]=1[C:9]1[CH:14]=[CH:13][N:12]=[C:11]([N:15]2[CH2:16][CH2:17][NH:18][CH2:19][CH2:20]2)[N:10]=1, predict the reactants needed to synthesize it. The reactants are: [F:1][C:2]1[CH:7]=[C:6]([F:8])[CH:5]=[CH:4][C:3]=1[C:9]1[CH:14]=[CH:13][N:12]=[C:11]([N:15]2[CH2:20][CH2:19][N:18](C(OC(C)(C)C)=O)[CH2:17][CH2:16]2)[N:10]=1.C(OCC)(=O)C.Cl.